This data is from Full USPTO retrosynthesis dataset with 1.9M reactions from patents (1976-2016). The task is: Predict the reactants needed to synthesize the given product. (1) The reactants are: [C:1]([N:8]1[CH2:14][CH2:13][CH2:12][C@@H:9]1[CH:10]=O)([O:3][C:4]([CH3:7])([CH3:6])[CH3:5])=[O:2].[NH2:15][C:16]1[CH:25]=[CH:24][C:23]([S:26][C:27]2[NH:31][C:30]3[CH:32]=[CH:33][C:34]([Cl:36])=[CH:35][C:29]=3[N:28]=2)=[C:22]2[C:17]=1[C:18](=[O:37])[CH:19]=[CH:20][NH:21]2.C(O[BH-](OC(=O)C)OC(=O)C)(=O)C.[Na+]. Given the product [Cl:36][C:34]1[CH:33]=[CH:32][C:30]2[NH:31][C:27]([S:26][C:23]3[CH:24]=[CH:25][C:16]([NH:15][CH2:10][C@H:9]4[CH2:12][CH2:13][CH2:14][N:8]4[C:1]([O:3][C:4]([CH3:7])([CH3:6])[CH3:5])=[O:2])=[C:17]4[C:22]=3[NH:21][CH:20]=[CH:19][C:18]4=[O:37])=[N:28][C:29]=2[CH:35]=1, predict the reactants needed to synthesize it. (2) Given the product [Br-:10].[CH2:11]([C:32]1[C:31]2[C:26](=[CH:27][CH:28]=[CH:29][CH:30]=2)[CH:25]=[C:24]([CH3:23])[C:33]=1[N+:3]1[C:2]([Cl:1])=[C:6]([Cl:7])[NH:5][CH:4]=1)[CH2:12][CH2:13][CH2:14][CH2:15][CH2:16][CH2:17][CH2:18][CH3:19], predict the reactants needed to synthesize it. The reactants are: [Cl:1][C:2]1[N:3]=[CH:4][NH:5][C:6]=1[Cl:7].[OH-].[K+].[Br:10][CH2:11][CH2:12][CH2:13][CH2:14][CH2:15][CH2:16][CH2:17][CH2:18][CH3:19].[K+].[Br-].Br[CH2:23][C:24]1[CH:33]=[CH:32][C:31]2[C:26](=[CH:27][CH:28]=[CH:29][CH:30]=2)[CH:25]=1.